This data is from Catalyst prediction with 721,799 reactions and 888 catalyst types from USPTO. The task is: Predict which catalyst facilitates the given reaction. (1) Reactant: Br[C:2]1[C:11]2[C:6](=[CH:7][CH:8]=[CH:9][CH:10]=2)[N:5]=[CH:4][C:3]=1[Cl:12].C([Li])CCC.CN([CH:21]=[O:22])C. Product: [Cl:12][C:3]1[CH:4]=[N:5][C:6]2[C:11]([C:2]=1[CH:21]=[O:22])=[CH:10][CH:9]=[CH:8][CH:7]=2. The catalyst class is: 1. (2) Reactant: [C:1]1([S:7]([N:10]2[C:18]3[C:13](=[CH:14][C:15]([C:19](=O)[CH:20](Br)[CH3:21])=[CH:16][CH:17]=3)[CH:12]=[C:11]2[C:24]2[C:29]([F:30])=[CH:28][CH:27]=[CH:26][C:25]=2[F:31])(=[O:9])=[O:8])[CH:6]=[CH:5][CH:4]=[CH:3][CH:2]=1.[NH2:32][C:33]([NH2:35])=[S:34]. Product: [C:1]1([S:7]([N:10]2[C:18]3[C:13](=[CH:14][C:15]([C:19]4[N:32]=[C:33]([NH2:35])[S:34][C:20]=4[CH3:21])=[CH:16][CH:17]=3)[CH:12]=[C:11]2[C:24]2[C:29]([F:30])=[CH:28][CH:27]=[CH:26][C:25]=2[F:31])(=[O:9])=[O:8])[CH:6]=[CH:5][CH:4]=[CH:3][CH:2]=1. The catalyst class is: 8. (3) Reactant: C(OC([N:8]1[CH2:12][C@H:11]([CH:13]=O)[C@@H:10]([CH2:15][C:16]2[CH:21]=[CH:20][CH:19]=[CH:18][CH:17]=2)[CH2:9]1)=O)(C)(C)C.[CH3:22][C:23]1[CH:28]=[CH:27][C:26]([NH2:29])=[CH:25][CH:24]=1.[CH2:30](Br)[C:31]1[CH:36]=[CH:35][CH:34]=[CH:33][CH:32]=1.CC#N.O. Product: [CH2:30]([N:29]([CH2:13][C@@H:11]1[C@@H:10]([CH2:15][C:16]2[CH:17]=[CH:18][CH:19]=[CH:20][CH:21]=2)[CH2:9][NH:8][CH2:12]1)[C:26]1[CH:27]=[CH:28][C:23]([CH3:22])=[CH:24][CH:25]=1)[C:31]1[CH:36]=[CH:35][CH:34]=[CH:33][CH:32]=1. The catalyst class is: 578. (4) The catalyst class is: 262. Reactant: [CH3:1][C:2]1[C:7]([CH3:8])=[CH:6][C:5]([C:9]([C:11]2[CH:16]=[CH:15][CH:14]=[CH:13][CH:12]=2)=[O:10])=[C:4]([OH:17])[CH:3]=1.[Cl:18][C:19]1[C:28]2[C:23](=[CH:24][C:25]([O:31][CH3:32])=[C:26]([O:29][CH3:30])[CH:27]=2)[N:22]=[CH:21][CH:20]=1. Product: [ClH:18].[CH3:30][O:29][C:26]1[CH:27]=[C:28]2[C:23](=[CH:24][C:25]=1[O:31][CH3:32])[N:22]=[CH:21][CH:20]=[C:19]2[O:17][C:4]1[CH:3]=[C:2]([CH3:1])[C:7]([CH3:8])=[CH:6][C:5]=1[C:9]([C:11]1[CH:16]=[CH:15][CH:14]=[CH:13][CH:12]=1)=[O:10].